From a dataset of Catalyst prediction with 721,799 reactions and 888 catalyst types from USPTO. Predict which catalyst facilitates the given reaction. (1) The catalyst class is: 20. Product: [OH:1][C@H:2]([C@H:9]([CH3:16])[C:10]([OH:12])=[O:11])[C:3]([OH:5])=[O:4]. Reactant: [OH:1][C@H:2]([C@H:9]([CH3:16])[C:10]([O:12]C(C)C)=[O:11])[C:3]([O:5]C(C)C)=[O:4].[OH-].[K+]. (2) Reactant: Cl[C:2]1[N:7]=[C:6]([NH:8][C@H:9]2[C@H:14]([OH:15])[C:13]([F:17])([F:16])[CH2:12][CH2:11][CH2:10]2)[C:5]([C:18]2[CH:19]=[N:20][N:21]([CH3:23])[CH:22]=2)=[CH:4][N:3]=1.[CH3:24][N:25]1[CH:29]=[C:28]([C:30]2[CH:35]=[CH:34][CH:33]=[C:32](B3OC(C)(C)C(C)(C)O3)[CH:31]=2)[CH:27]=[N:26]1.[O-]P([O-])([O-])=O.[K+].[K+].[K+]. Product: [F:16][C:13]1([F:17])[CH2:12][CH2:11][CH2:10][C@@H:9]([NH:8][C:6]2[C:5]([C:18]3[CH:19]=[N:20][N:21]([CH3:23])[CH:22]=3)=[CH:4][N:3]=[C:2]([C:34]3[CH:33]=[CH:32][CH:31]=[C:30]([C:28]4[CH:27]=[N:26][N:25]([CH3:24])[CH:29]=4)[CH:35]=3)[N:7]=2)[C@@H:14]1[OH:15]. The catalyst class is: 38. (3) Reactant: [Li:1][CH2:2]CCC.[CH:6]([NH:9][CH:10](C)[CH3:11])(C)[CH3:7].C(=O)=O.CC(C)=O.[O:20]1[C:24]2([CH2:29][CH2:28][CH:27]([C:30]([O:32][CH2:33][CH3:34])=[O:31])[CH2:26][CH2:25]2)[O:23][CH2:22][CH2:21]1.IC. Product: [CH2:6]([N-:9][CH2:10][CH3:11])[CH3:7].[Li+:1].[CH3:2][C:27]1([C:30]([O:32][CH2:33][CH3:34])=[O:31])[CH2:28][CH2:29][C:24]2([O:23][CH2:22][CH2:21][O:20]2)[CH2:25][CH2:26]1. The catalyst class is: 1. (4) Reactant: [OH:1][CH2:2][C:3]1[CH:4]=[C:5]([C:9]2[CH:10]=[C:11]3[C:15](=[C:16]([C:18]([NH2:20])=[O:19])[CH:17]=2)[NH:14][CH:13]=[C:12]3[CH:21]2[CH2:26][CH2:25][N:24]([S:27]([CH2:30][CH2:31][CH2:32][N:33]3[CH2:37][CH2:36][CH2:35][CH2:34]3)(=[O:29])=[O:28])[CH2:23][CH2:22]2)[CH:6]=[CH:7][CH:8]=1. Product: [CH:2]([C:3]1[CH:4]=[C:5]([C:9]2[CH:10]=[C:11]3[C:15](=[C:16]([C:18]([NH2:20])=[O:19])[CH:17]=2)[NH:14][CH:13]=[C:12]3[CH:21]2[CH2:26][CH2:25][N:24]([S:27]([CH2:30][CH2:31][CH2:32][N:33]3[CH2:34][CH2:35][CH2:36][CH2:37]3)(=[O:29])=[O:28])[CH2:23][CH2:22]2)[CH:6]=[CH:7][CH:8]=1)=[O:1]. The catalyst class is: 725.